From a dataset of NCI-60 drug combinations with 297,098 pairs across 59 cell lines. Regression. Given two drug SMILES strings and cell line genomic features, predict the synergy score measuring deviation from expected non-interaction effect. (1) Drug 1: CN1CCC(CC1)COC2=C(C=C3C(=C2)N=CN=C3NC4=C(C=C(C=C4)Br)F)OC. Cell line: NCIH23. Drug 2: C1=CN(C=N1)CC(O)(P(=O)(O)O)P(=O)(O)O. Synergy scores: CSS=6.96, Synergy_ZIP=-1.95, Synergy_Bliss=-0.189, Synergy_Loewe=0.622, Synergy_HSA=0.672. (2) Drug 1: CN1C(=O)N2C=NC(=C2N=N1)C(=O)N. Drug 2: C1=NC2=C(N=C(N=C2N1C3C(C(C(O3)CO)O)F)Cl)N. Cell line: SK-MEL-5. Synergy scores: CSS=11.5, Synergy_ZIP=-5.00, Synergy_Bliss=0.206, Synergy_Loewe=-10.6, Synergy_HSA=1.58. (3) Drug 1: C1=NC2=C(N1)C(=S)N=C(N2)N. Drug 2: C1C(C(OC1N2C=C(C(=O)NC2=O)F)CO)O. Cell line: K-562. Synergy scores: CSS=45.6, Synergy_ZIP=-5.98, Synergy_Bliss=-6.63, Synergy_Loewe=-2.73, Synergy_HSA=-0.122. (4) Drug 1: C1=CN(C(=O)N=C1N)C2C(C(C(O2)CO)O)O.Cl. Drug 2: CC1CCC2CC(C(=CC=CC=CC(CC(C(=O)C(C(C(=CC(C(=O)CC(OC(=O)C3CCCCN3C(=O)C(=O)C1(O2)O)C(C)CC4CCC(C(C4)OC)OCCO)C)C)O)OC)C)C)C)OC. Cell line: SF-295. Synergy scores: CSS=8.44, Synergy_ZIP=-4.66, Synergy_Bliss=-2.38, Synergy_Loewe=-2.18, Synergy_HSA=-1.21. (5) Drug 1: CC1C(C(CC(O1)OC2CC(OC(C2O)C)OC3=CC4=CC5=C(C(=O)C(C(C5)C(C(=O)C(C(C)O)O)OC)OC6CC(C(C(O6)C)O)OC7CC(C(C(O7)C)O)OC8CC(C(C(O8)C)O)(C)O)C(=C4C(=C3C)O)O)O)O. Drug 2: C1CN(CCN1C(=O)CCBr)C(=O)CCBr. Cell line: U251. Synergy scores: CSS=72.0, Synergy_ZIP=1.66, Synergy_Bliss=1.86, Synergy_Loewe=-1.91, Synergy_HSA=0.328.